Dataset: Full USPTO retrosynthesis dataset with 1.9M reactions from patents (1976-2016). Task: Predict the reactants needed to synthesize the given product. (1) The reactants are: [CH3:1][NH:2][C:3]1[CH:8]=[CH:7][C:6]([C:9]2[S:10][C:11]3[CH:17]=[C:16]([O:18]C)[CH:15]=[CH:14][C:12]=3[N:13]=2)=[CH:5][C:4]=1[I:20].B(Br)(Br)Br.O.C([O-])(O)=O.[Na+]. Given the product [CH3:1][NH:2][C:3]1[CH:8]=[CH:7][C:6]([C:9]2[S:10][C:11]3[CH:17]=[C:16]([OH:18])[CH:15]=[CH:14][C:12]=3[N:13]=2)=[CH:5][C:4]=1[I:20], predict the reactants needed to synthesize it. (2) Given the product [I-:17].[CH3:1][N:2]([CH3:15])[C:3]1[CH:4]=[CH:5][C:6]([C:9]2[CH:10]=[CH:11][N+:12]([CH3:16])=[CH:13][CH:14]=2)=[CH:7][CH:8]=1, predict the reactants needed to synthesize it. The reactants are: [CH3:1][N:2]([CH3:15])[C:3]1[CH:8]=[CH:7][C:6]([C:9]2[CH:14]=[CH:13][N:12]=[CH:11][CH:10]=2)=[CH:5][CH:4]=1.[CH3:16][I:17]. (3) Given the product [S:29]=[C:2]([CH2:9][C:10]([O:12][CH2:13][CH3:14])=[O:11])[CH2:3][C:4]([O:6][CH2:7][CH3:8])=[O:5], predict the reactants needed to synthesize it. The reactants are: O=[C:2]([CH2:9][C:10]([O:12][CH2:13][CH3:14])=[O:11])[CH2:3][C:4]([O:6][CH2:7][CH3:8])=[O:5].C(=O)(O)[O-].[Na+].COC1C=CC(P2(SP(C3C=CC(OC)=CC=3)(=S)S2)=[S:29])=CC=1. (4) Given the product [C:1]([N:4]1[CH2:9][CH2:8][C:7]([CH2:11][C:12]([NH:14][C:15]2[CH:20]=[CH:19][C:18]([C:25]3[CH:24]=[C:23]([F:22])[CH:28]=[C:27]([F:29])[CH:26]=3)=[CH:17][CH:16]=2)=[O:13])([CH3:10])[CH2:6][CH2:5]1)(=[O:3])[CH3:2], predict the reactants needed to synthesize it. The reactants are: [C:1]([N:4]1[CH2:9][CH2:8][C:7]([CH2:11][C:12]([NH:14][C:15]2[CH:20]=[CH:19][C:18](Br)=[CH:17][CH:16]=2)=[O:13])([CH3:10])[CH2:6][CH2:5]1)(=[O:3])[CH3:2].[F:22][C:23]1[CH:24]=[C:25](B(O)O)[CH:26]=[C:27]([F:29])[CH:28]=1.